From a dataset of Full USPTO retrosynthesis dataset with 1.9M reactions from patents (1976-2016). Predict the reactants needed to synthesize the given product. (1) Given the product [CH3:1][C:2]1[CH:17]=[CH:16][C:15]([Si:18]([CH3:19])([CH3:21])[CH3:20])=[CH:14][C:3]=1[O:4][C:5]1[O:9][C:8]([C:10]([OH:12])=[O:11])=[CH:7][CH:6]=1, predict the reactants needed to synthesize it. The reactants are: [CH3:1][C:2]1[CH:17]=[CH:16][C:15]([Si:18]([CH3:21])([CH3:20])[CH3:19])=[CH:14][C:3]=1[O:4][C:5]1[O:9][C:8]([C:10]([O:12]C)=[O:11])=[CH:7][CH:6]=1.[OH-].[Na+]. (2) Given the product [Br:1][C:2]1[CH:3]=[N:4][CH:5]=[CH:6][C:7]=1[O:13][C@@H:11]([CH3:12])[C:10]([F:15])([F:14])[F:9], predict the reactants needed to synthesize it. The reactants are: [Br:1][C:2]1[CH:3]=[N:4][CH:5]=[CH:6][C:7]=1Cl.[F:9][C:10]([F:15])([F:14])[C@@H:11]([OH:13])[CH3:12]. (3) Given the product [C:1]([NH:9][C:10]1[CH:22]=[C:21]([C:23]2[CH:28]=[CH:27][CH:26]=[CH:25][C:24]=2[F:29])[CH:20]=[CH:19][C:11]=1[C:12]([OH:14])=[O:13])(=[O:8])[C:2]1[CH:3]=[CH:4][CH:5]=[CH:6][CH:7]=1, predict the reactants needed to synthesize it. The reactants are: [C:1]([NH:9][C:10]1[CH:22]=[C:21]([C:23]2[CH:28]=[CH:27][CH:26]=[CH:25][C:24]=2[F:29])[CH:20]=[CH:19][C:11]=1[C:12]([O:14]C(C)(C)C)=[O:13])(=[O:8])[C:2]1[CH:7]=[CH:6][CH:5]=[CH:4][CH:3]=1. (4) Given the product [CH:31]([N:6]1[CH2:5][CH2:4][N:3]2[CH2:7][C@@H:8]([NH:10][S:11]([C:14]3[CH:19]=[CH:18][CH:17]=[C:16]([C:20]([F:23])([F:21])[F:22])[CH:15]=3)(=[O:13])=[O:12])[CH2:9][C@H:2]2[CH2:1]1)([CH3:33])[CH3:32], predict the reactants needed to synthesize it. The reactants are: [CH2:1]1[NH:6][CH2:5][CH2:4][N:3]2[CH2:7][C@@H:8]([NH:10][S:11]([C:14]3[CH:19]=[CH:18][CH:17]=[C:16]([C:20]([F:23])([F:22])[F:21])[CH:15]=3)(=[O:13])=[O:12])[CH2:9][C@@H:2]12.C(=O)([O-])[O-].[Na+].[Na+].I[CH:31]([CH3:33])[CH3:32].O. (5) Given the product [CH2:1]([O:3][C:4](=[O:14])[CH2:5][S:6][C:7]1[CH:12]=[CH:11][C:10]([O:13][CH2:22][CH2:23][CH:24]([CH3:26])[CH3:25])=[CH:9][CH:8]=1)[CH3:2], predict the reactants needed to synthesize it. The reactants are: [CH2:1]([O:3][C:4](=[O:14])[CH2:5][S:6][C:7]1[CH:12]=[CH:11][C:10]([OH:13])=[CH:9][CH:8]=1)[CH3:2].C([O-])([O-])=O.[K+].[K+].Br[CH2:22][CH2:23][CH:24]([CH3:26])[CH3:25].